From a dataset of Full USPTO retrosynthesis dataset with 1.9M reactions from patents (1976-2016). Predict the reactants needed to synthesize the given product. (1) Given the product [CH3:15][NH:14][CH:11]1[CH2:12][CH2:13][NH:8][CH2:9][C:10]1([CH2:17][CH3:18])[CH3:16], predict the reactants needed to synthesize it. The reactants are: C([N:8]1[CH2:13][CH2:12][CH:11]([NH:14][CH3:15])[C:10]([CH2:17][CH3:18])([CH3:16])[CH2:9]1)C1C=CC=CC=1. (2) Given the product [CH:12]1([C:17]2[C:26]([C@H:27]([OH:38])[C:28]3[CH:33]=[CH:32][C:31]([C:34]([F:36])([F:37])[F:35])=[CH:30][CH:29]=3)=[C:25]([CH:39]([CH3:40])[CH3:41])[CH:24]=[C:23]3[C:18]=2[C@@H:19]([OH:44])[CH2:20][C:21]([CH3:42])([CH3:43])[O:22]3)[CH2:16][CH2:15][CH2:14][CH2:13]1, predict the reactants needed to synthesize it. The reactants are: N[C@@H]1C2C(=CC=CC=2)C[C@@H]1O.[CH:12]1([C:17]2[C:26]([CH:27]([OH:38])[C:28]3[CH:33]=[CH:32][C:31]([C:34]([F:37])([F:36])[F:35])=[CH:30][CH:29]=3)=[C:25]([CH:39]([CH3:41])[CH3:40])[CH:24]=[C:23]3[C:18]=2[C:19](=[O:44])[CH2:20][C:21]([CH3:43])([CH3:42])[O:22]3)[CH2:16][CH2:15][CH2:14][CH2:13]1.CO. (3) Given the product [CH3:40][N:41]([CH3:42])[C:17]([C:8]1[CH:7]=[C:6]([O:5][CH2:4][C:3]2[C:2]([CH3:1])=[CH:23][CH:22]=[CH:21][C:20]=2[CH3:24])[C:14]2[N:13]=[C:12]([CH3:15])[N:11]([CH3:16])[C:10]=2[CH:9]=1)=[O:18], predict the reactants needed to synthesize it. The reactants are: [CH3:1][C:2]1[CH:23]=[CH:22][CH:21]=[C:20]([CH3:24])[C:3]=1[CH2:4][O:5][C:6]1[C:14]2[N:13]=[C:12]([CH3:15])[N:11]([CH3:16])[C:10]=2[CH:9]=[C:8]([C:17](O)=[O:18])[CH:7]=1.F[B-](F)(F)F.N1(O[C:40](N(C)C)=[N+:41](C)[CH3:42])C2C=CC=CC=2N=N1.CNC. (4) Given the product [C:32]([OH:39])(=[O:38])/[CH:33]=[CH:34]/[C:35]([OH:37])=[O:36].[CH2:1]([O:3][C:4]1[CH:17]=[C:16]2[C:7]([C:8]([C:19]3[CH:20]=[N:21][C:22]([N:25]4[CH:29]=[CH:28][CH:27]=[N:26]4)=[CH:23][CH:24]=3)=[N:9][C@H:10]3[C@@H:15]2[CH2:14][C@H:13]([OH:18])[CH2:12][CH2:11]3)=[CH:6][C:5]=1[O:30][CH3:31])[CH3:2], predict the reactants needed to synthesize it. The reactants are: [CH2:1]([O:3][C:4]1[CH:17]=[C:16]2[C:7]([C:8]([C:19]3[CH:20]=[N:21][C:22]([N:25]4[CH:29]=[CH:28][CH:27]=[N:26]4)=[CH:23][CH:24]=3)=[N:9][C@H:10]3[C@@H:15]2[CH2:14][C@H:13]([OH:18])[CH2:12][CH2:11]3)=[CH:6][C:5]=1[O:30][CH3:31])[CH3:2].[C:32]([OH:39])(=[O:38])/[CH:33]=[CH:34]/[C:35]([OH:37])=[O:36]. (5) The reactants are: [OH-].[Na+].O1CCOCC1.[Cl:9][C:10]1[CH:11]=[C:12]2[C:16](=[CH:17][CH:18]=1)[N:15](S(C1C=CC=CC=1)(=O)=O)[C:14]([S:28]([N:31]1[CH2:36][CH2:35][NH:34][CH:33]([CH2:37][CH3:38])[CH2:32]1)(=[O:30])=[O:29])=[CH:13]2.[Cl-].[NH4+]. Given the product [Cl:9][C:10]1[CH:11]=[C:12]2[C:16](=[CH:17][CH:18]=1)[NH:15][C:14]([S:28]([N:31]1[CH2:36][CH2:35][NH:34][CH:33]([CH2:37][CH3:38])[CH2:32]1)(=[O:30])=[O:29])=[CH:13]2, predict the reactants needed to synthesize it. (6) Given the product [C:28]([Si:32]([CH3:43])([CH3:42])[O:33][CH2:34][CH2:35][N:36]1[CH:40]=[CH:39][C:38]([NH:41][C:13](=[O:15])[CH:12]([N:8]2[C:9](=[O:11])[CH:10]=[C:5]([O:4][C:3]3[C:2]([F:1])=[CH:26][CH:25]=[CH:24][C:23]=3[F:27])[CH:6]=[N:7]2)[CH2:16][CH:17]2[CH2:22][CH2:21][O:20][CH2:19][CH2:18]2)=[N:37]1)([CH3:31])([CH3:30])[CH3:29], predict the reactants needed to synthesize it. The reactants are: [F:1][C:2]1[CH:26]=[CH:25][CH:24]=[C:23]([F:27])[C:3]=1[O:4][C:5]1[CH:6]=[N:7][N:8]([CH:12]([CH2:16][CH:17]2[CH2:22][CH2:21][O:20][CH2:19][CH2:18]2)[C:13]([OH:15])=O)[C:9](=[O:11])[CH:10]=1.[C:28]([Si:32]([CH3:43])([CH3:42])[O:33][CH2:34][CH2:35][N:36]1[CH:40]=[CH:39][C:38]([NH2:41])=[N:37]1)([CH3:31])([CH3:30])[CH3:29]. (7) Given the product [CH3:12][N:13]1[C:17]2[CH:18]=[CH:19][CH:20]=[CH:21][C:16]=2[N:15]=[C:14]1[NH:22]/[N:23]=[C:4](/[CH:1]1[CH2:3][CH2:2]1)\[C:6]1[CH:11]=[CH:10][CH:9]=[CH:8][N:7]=1, predict the reactants needed to synthesize it. The reactants are: [CH:1]1([C:4]([C:6]2[CH:11]=[CH:10][CH:9]=[CH:8][N:7]=2)=O)[CH2:3][CH2:2]1.[CH3:12][N:13]1[C:17]2[CH:18]=[CH:19][CH:20]=[CH:21][C:16]=2[N:15]=[C:14]1[NH:22][NH2:23].